This data is from Catalyst prediction with 721,799 reactions and 888 catalyst types from USPTO. The task is: Predict which catalyst facilitates the given reaction. (1) Reactant: [CH3:1][O:2][C:3]1[CH:8]=[CH:7][C:6]([C:9]2[NH:13][C:12]([C@@H:14]3[CH2:18][CH2:17][CH2:16][NH:15]3)=[N:11][CH:10]=2)=[CH:5][CH:4]=1.C(N(CC)CC)C.[C:26]([O:29][C@H:30]1[CH2:47][CH2:46][C@@:45]2([CH3:48])[C@@H:32]([CH2:33][CH2:34][C@:35]3([CH3:60])[C@@H:44]2[CH2:43][CH2:42][C@H:41]2[C@@:36]3([CH3:59])[CH2:37][CH2:38][C@@:39]3([C:56](Cl)=[O:57])[CH2:51][CH2:50][C@@H:49]([C:52]4(C)[CH2:54][CH2:53]4)[C@@H:40]32)[C:31]1([CH3:62])[CH3:61])(=[O:28])[CH3:27].C(O[C@H]1CC[C@@]2(C)[C@@H](CC[C@]3(C)[C@@H]2CC[C@H]2[C@@]3(C)CC[C@@]3(C(O)=O)CC[C@@H](C(C)=C)[C@@H]32)C1(C)C)(=O)C. Product: [C:26]([O:29][C@H:30]1[CH2:47][CH2:46][C@@:45]2([CH3:48])[C@@H:32]([CH2:33][CH2:34][C@:35]3([CH3:60])[C@@H:44]2[CH2:43][CH2:42][C@H:41]2[C@@:36]3([CH3:59])[CH2:37][CH2:38][C@@:39]3([C:56]([N:15]4[CH2:16][CH2:17][CH2:18][CH:14]4[C:12]4[NH:13][C:9]([C:6]5[CH:5]=[CH:4][C:3]([O:2][CH3:1])=[CH:8][CH:7]=5)=[CH:10][N:11]=4)=[O:57])[CH2:51][CH2:50][C@@H:49]([C:52]([CH3:54])=[CH2:53])[C@@H:40]32)[C:31]1([CH3:62])[CH3:61])(=[O:28])[CH3:27]. The catalyst class is: 34. (2) Reactant: [C:1]([OH:12])(=O)[C:2]1[CH:10]=[CH:9][C:7]([OH:8])=[C:4]([O:5][CH3:6])[CH:3]=1.[C:13](N1C=CN=C1)([N:15]1C=CN=C1)=O.CN. Product: [CH3:13][NH3+:15].[OH:8][C:7]1[CH:9]=[CH:10][C:2]([C:1]([NH:15][CH3:13])=[O:12])=[CH:3][C:4]=1[O:5][CH3:6]. The catalyst class is: 1.